Predict which catalyst facilitates the given reaction. From a dataset of Catalyst prediction with 721,799 reactions and 888 catalyst types from USPTO. (1) Reactant: [I:1][C:2]1[CH:3]=[C:4]2[C:8](=[CH:9][CH:10]=1)[NH:7][C:6](=[O:11])[C:5]2=O.[NH:13]([C:15]([C:17]1[CH:22]=[CH:21][C:20]([NH:23][C:24](=[O:31])[C:25]2[CH:30]=[CH:29][CH:28]=[N:27][CH:26]=2)=[CH:19][CH:18]=1)=[O:16])[NH2:14]. Product: [I:1][C:2]1[CH:3]=[C:4]2[C:8](=[CH:9][CH:10]=1)[NH:7][C:6](=[O:11])[C:5]2=[N:14][NH:13][C:15]([C:17]1[CH:18]=[CH:19][C:20]([NH:23][C:24](=[O:31])[C:25]2[CH:30]=[CH:29][CH:28]=[N:27][CH:26]=2)=[CH:21][CH:22]=1)=[O:16]. The catalyst class is: 15. (2) Reactant: [H-].[Na+].[CH3:3][C:4]12[C:16]3[C:8](=[CH:9][C:10]([NH:17][C:18]4[N:23]=[CH:22][C:21]([C:24]([O:26]CC)=[O:25])=[CH:20][N:19]=4)=[CH:11][C:12]=3[CH2:13][CH2:14][CH2:15]1)[CH2:7][CH2:6][CH2:5]2.Br[CH2:30][CH:31]1[CH2:33][CH2:32]1.[Cl-].[NH4+]. Product: [CH:31]1([CH2:30][N:17]([C:10]2[CH:9]=[C:8]3[C:16]4[C:4]([CH3:3])([CH2:5][CH2:6][CH2:7]3)[CH2:15][CH2:14][CH2:13][C:12]=4[CH:11]=2)[C:18]2[N:19]=[CH:20][C:21]([C:24]([OH:26])=[O:25])=[CH:22][N:23]=2)[CH2:33][CH2:32]1. The catalyst class is: 9. (3) Reactant: [CH3:1][O:2][C:3]1[N:8]=[C:7]([N:9]2[CH2:14][CH2:13][N:12]([CH3:15])[CH2:11][CH2:10]2)[N:6]=[C:5]([O:16][CH2:17][CH2:18][O:19][CH2:20][CH2:21][O:22][CH2:23][CH2:24][O:25][CH2:26][CH2:27][OH:28])[CH:4]=1.[I:29]N1C(=O)CCC1=O. Product: [I:29][C:4]1[C:5]([O:16][CH2:17][CH2:18][O:19][CH2:20][CH2:21][O:22][CH2:23][CH2:24][O:25][CH2:26][CH2:27][OH:28])=[N:6][C:7]([N:9]2[CH2:10][CH2:11][N:12]([CH3:15])[CH2:13][CH2:14]2)=[N:8][C:3]=1[O:2][CH3:1]. The catalyst class is: 23. (4) The catalyst class is: 9. Reactant: C1(=O)[O:6][C@H:4]([CH3:5])[CH2:3]O1.[N:8]1[C:16]([NH2:17])=[C:15]2[C:11]([N:12]=[CH:13][NH:14]2)=[N:10][CH:9]=1.[OH-].[Na+]. Product: [OH:6][C@H:4]([CH3:5])[CH2:3][N:12]1[CH:13]=[N:14][C:15]2[C:11]1=[N:10][CH:9]=[N:8][C:16]=2[NH2:17]. (5) Product: [CH3:20][C:17]1[CH:16]=[CH:15][C:14]([S:11]([N:7]2[C:8]3[C:4](=[CH:3][C:2]([O:1][CH2:34][CH2:35][N:36]4[CH2:41][CH2:40][CH2:39][CH2:38][CH2:37]4)=[CH:10][CH:9]=3)[C:5]([CH2:21][CH2:22][NH:23][C:24](=[O:26])[CH3:25])=[CH:6]2)(=[O:13])=[O:12])=[CH:19][CH:18]=1. The catalyst class is: 9. Reactant: [OH:1][C:2]1[CH:3]=[C:4]2[C:8](=[CH:9][CH:10]=1)[N:7]([S:11]([C:14]1[CH:19]=[CH:18][C:17]([CH3:20])=[CH:16][CH:15]=1)(=[O:13])=[O:12])[CH:6]=[C:5]2[CH2:21][CH2:22][NH:23][C:24](=[O:26])[CH3:25].C(=O)(O)[O-].[K+].Cl.Cl[CH2:34][CH2:35][N:36]1[CH2:41][CH2:40][CH2:39][CH2:38][CH2:37]1. (6) Reactant: C(OC([C:6]1[C:15](=[O:16])[N:14]2[CH:9]([CH:10]=[CH:11][CH:12]=[CH:13]2)[CH:8]([N:17]2[CH2:22][CH2:21][N:20](C(OC(C)(C)C)=O)[CH2:19][CH2:18]2)[CH:7]=1)=O)C.C([O-])(O)=O.[Na+]. Product: [N:17]1([CH:8]2[CH:9]3[N:14]([CH:13]=[CH:12][CH:11]=[CH:10]3)[C:15](=[O:16])[CH:6]=[CH:7]2)[CH2:22][CH2:21][NH:20][CH2:19][CH2:18]1. The catalyst class is: 33.